From a dataset of Reaction yield outcomes from USPTO patents with 853,638 reactions. Predict the reaction yield, written as a fraction of the theoretical maximum amount of product (1.0 means a 100% yield; for example, 0.34 means a 34% yield). (1) The reactants are [CH3:1][N:2]1[CH2:8][CH2:7][CH2:6][C:5]2[CH:9]=[CH:10][C:11]([NH:13]C(=O)OCC3C=CC=CC=3)=[CH:12][C:4]=2[CH2:3]1. The catalyst is CO.[OH-].[OH-].[Pd+2]. The product is [CH3:1][N:2]1[CH2:8][CH2:7][CH2:6][C:5]2[CH:9]=[CH:10][C:11]([NH2:13])=[CH:12][C:4]=2[CH2:3]1. The yield is 0.950. (2) The reactants are O[C@@:2]12[CH2:22][CH2:21][CH:20]3[C:12]([C@@H:13]([C:28]4[CH:33]=[CH:32][C:31]([N:34](C)[C:35](=O)OC(C)(C)C)=[CH:30][CH:29]=4)[CH2:14][C@@:15]4([CH3:27])[CH:19]3[CH2:18][CH2:17][C@@:16]4([OH:26])[C:23]#[C:24][CH3:25])=[C:11]1[CH2:10][CH2:9][C:4]1(OCC[O:5]1)[CH2:3]2.CC1C=CC(S(O)(=O)=O)=CC=1.O.C(Cl)Cl.C1COCC1.C([O-])(O)=O.[Na+]. No catalyst specified. The product is [OH:26][C@:16]1([C:23]#[C:24][CH3:25])[CH2:17][CH2:18][C@H:19]2[C@H:20]3[C:12]([C@@H:13]([C:28]4[CH:29]=[CH:30][C:31]([NH:34][CH3:35])=[CH:32][CH:33]=4)[CH2:14][C@:15]12[CH3:27])=[C:11]1[C:2](=[CH:3][C:4](=[O:5])[CH2:9][CH2:10]1)[CH2:22][CH2:21]3. The yield is 0.740. (3) The reactants are C(N(CC)CC)C.[OH:8][C:9]1[CH:14]=[C:13]([CH3:15])[O:12][C:11](=[O:16])[CH:10]=1.C1CCC(N=C=NC2CCCCC2)CC1.[C:32](O)(=[O:41])[CH2:33][CH2:34][C:35]1[CH:40]=[CH:39][CH:38]=[CH:37][CH:36]=1.N#N. The catalyst is C(Cl)Cl.CN(C1C=CN=CC=1)C. The product is [OH:8][C:9]1[CH:14]=[C:13]([CH3:15])[O:12][C:11](=[O:16])[C:10]=1[C:32](=[O:41])[CH2:33][CH2:34][C:35]1[CH:40]=[CH:39][CH:38]=[CH:37][CH:36]=1. The yield is 0.580. (4) The reactants are [CH2:1]([O:8][C:9]1[CH:14]=[CH:13][C:12]([OH:15])=[C:11]([CH2:16][CH2:17][CH3:18])[CH:10]=1)[C:2]1[CH:7]=[CH:6][CH:5]=[CH:4][CH:3]=1.[CH3:19][C:20]1[O:24][C:23]([C:25]2[CH:30]=[CH:29][CH:28]=[CH:27][CH:26]=2)=[N:22][C:21]=1[CH2:31][CH2:32]O.C1(P(C2C=CC=CC=2)C2C=CC=CC=2)C=CC=CC=1.N(C(OC(C)C)=O)=NC(OC(C)C)=O. The catalyst is C1COCC1. The product is [CH2:1]([O:8][C:9]1[CH:14]=[CH:13][C:12]([O:15][CH2:32][CH2:31][C:21]2[N:22]=[C:23]([C:25]3[CH:30]=[CH:29][CH:28]=[CH:27][CH:26]=3)[O:24][C:20]=2[CH3:19])=[C:11]([CH2:16][CH2:17][CH3:18])[CH:10]=1)[C:2]1[CH:3]=[CH:4][CH:5]=[CH:6][CH:7]=1. The yield is 0.680. (5) The reactants are [F:1][C:2]1[CH:7]=[C:6]([F:8])[CH:5]=[CH:4][C:3]=1[C@:9]([OH:30])([C@H:16]([C:18]1[CH:23]=[CH:22][C:21]([C:24]2[N:28]([CH3:29])[N:27]=[CH:26][CH:25]=2)=[CH:20][CH:19]=1)[CH3:17])[CH2:10][N:11]1[CH:15]=[N:14][CH:13]=[N:12]1.C(N(C(C)C)[P:35]([O:44][CH2:45][C:46]1[CH:51]=[CH:50][CH:49]=[CH:48][CH:47]=1)[O:36][CH2:37][C:38]1[CH:43]=[CH:42][CH:41]=[CH:40][CH:39]=1)(C)C.N1C=NN=N1.ClC1C=CC=C(C(OO)=[O:68])C=1. The catalyst is CN(C)C1C=CN=CC=1.ClCCl. The product is [P:35]([O:30][C@@:9]([C:3]1[CH:4]=[CH:5][C:6]([F:8])=[CH:7][C:2]=1[F:1])([C@H:16]([C:18]1[CH:23]=[CH:22][C:21]([C:24]2[N:28]([CH3:29])[N:27]=[CH:26][CH:25]=2)=[CH:20][CH:19]=1)[CH3:17])[CH2:10][N:11]1[CH:15]=[N:14][CH:13]=[N:12]1)([O:36][CH2:37][C:38]1[CH:39]=[CH:40][CH:41]=[CH:42][CH:43]=1)([O:44][CH2:45][C:46]1[CH:47]=[CH:48][CH:49]=[CH:50][CH:51]=1)=[O:68]. The yield is 0.270. (6) The reactants are [Cl:1][C:2]1[CH:7]=[N:6][C:5]2=[CH:8][N:9]([CH2:11][C:12]([NH:16][C:17](=[O:29])[C:18]3[CH:23]=[CH:22][C:21]([O:24][C:25]([F:28])([F:27])[F:26])=[CH:20][CH:19]=3)([C:14]#[N:15])[CH3:13])[N:10]=[C:4]2[CH:3]=1.[Br:30]N1C(=O)CCC1=O. The catalyst is C(#N)C. The product is [Br:30][C:8]1[N:9]([CH2:11][C:12]([NH:16][C:17](=[O:29])[C:18]2[CH:23]=[CH:22][C:21]([O:24][C:25]([F:26])([F:27])[F:28])=[CH:20][CH:19]=2)([C:14]#[N:15])[CH3:13])[N:10]=[C:4]2[CH:3]=[C:2]([Cl:1])[CH:7]=[N:6][C:5]=12. The yield is 0.800. (7) The reactants are [CH3:1][S:2]([N:5]1[CH2:10][CH2:9][C:8]2[N:11]([CH2:24][CH2:25][CH:26]=O)[N:12]=[C:13]([C:14]3[CH:19]=[CH:18][C:17]([C:20]([F:23])([F:22])[F:21])=[CH:16][CH:15]=3)[C:7]=2[CH2:6]1)(=[O:4])=[O:3].[Cl:28][C:29]1[CH:34]=[CH:33][CH:32]=[C:31]([N+:35]([O-:37])=[O:36])[C:30]=1[N:38]1[CH2:43][CH2:42][NH:41][CH2:40][CH2:39]1.S([O-])([O-])(=O)=O.[Na+].[Na+].C(O[BH-](OC(=O)C)OC(=O)C)(=O)C.[Na+]. The catalyst is C(Cl)Cl. The product is [Cl:28][C:29]1[CH:34]=[CH:33][CH:32]=[C:31]([N+:35]([O-:37])=[O:36])[C:30]=1[N:38]1[CH2:43][CH2:42][N:41]([CH2:26][CH2:25][CH2:24][N:11]2[C:8]3[CH2:9][CH2:10][N:5]([S:2]([CH3:1])(=[O:4])=[O:3])[CH2:6][C:7]=3[C:13]([C:14]3[CH:19]=[CH:18][C:17]([C:20]([F:23])([F:22])[F:21])=[CH:16][CH:15]=3)=[N:12]2)[CH2:40][CH2:39]1. The yield is 0.490.